Dataset: Reaction yield outcomes from USPTO patents with 853,638 reactions. Task: Predict the reaction yield, written as a fraction of the theoretical maximum amount of product (1.0 means a 100% yield; for example, 0.34 means a 34% yield). (1) The reactants are [C:1]([C:4]1[C:9]([C:10]2[CH:15]=[CH:14][CH:13]=[CH:12][CH:11]=2)=[N:8][N:7]([CH2:16][CH3:17])[C:6](=[O:18])[C:5]=1[N+:19]([O-])=O)(=[O:3])[CH3:2].[CH3:22][C:23]1[N:24]=[N:25][C:26]2[CH:27]=[CH:28][CH:29]=[C:30](N)[C:31]=2[CH:32]=1. The catalyst is C(O)C. The product is [C:1]([C:4]1[C:9]([C:10]2[CH:15]=[CH:14][CH:13]=[CH:12][CH:11]=2)=[N:8][N:7]([CH2:16][CH3:17])[C:6](=[O:18])[C:5]=1[NH:19][C:30]1[CH:29]=[CH:28][CH:27]=[C:26]2[C:31]=1[CH:32]=[C:23]([CH3:22])[N:24]=[N:25]2)(=[O:3])[CH3:2]. The yield is 0.586. (2) The reactants are [CH3:1][O:2][C:3]1[CH:4]=[C:5]([C:11]([C@@H:13]2[C@:22]3([CH3:23])[C@H:17]([C:18]([CH3:25])([CH3:24])[CH2:19][CH2:20][CH2:21]3)[CH2:16][C@@H:15]([NH:26]CC3C=CC(OC)=CC=3)[C@H:14]2[CH3:36])=[O:12])[CH:6]=[C:7]([O:9][CH3:10])[CH:8]=1.Cl. The catalyst is CO.[Pd]. The product is [CH3:10][O:9][C:7]1[CH:6]=[C:5]([C:11]([C@@H:13]2[C@:22]3([CH3:23])[C@H:17]([C:18]([CH3:25])([CH3:24])[CH2:19][CH2:20][CH2:21]3)[CH2:16][C@@H:15]([NH2:26])[C@H:14]2[CH3:36])=[O:12])[CH:4]=[C:3]([O:2][CH3:1])[CH:8]=1. The yield is 0.630. (3) The reactants are [C:1]([C:4]1[CH:5]=[C:6]2[C:10](=[CH:11][CH:12]=1)[NH:9][C:8](=[O:13])[CH2:7]2)(=[O:3])[CH3:2].[NH:14]1[C:22]2[C:17](=[CH:18][CH:19]=[CH:20][CH:21]=2)[CH:16]=[C:15]1[CH:23]=O.N1CCCCC1. The catalyst is C(O)C. The product is [C:1]([C:4]1[CH:5]=[C:6]2[C:10](=[CH:11][CH:12]=1)[NH:9][C:8](=[O:13])[C:7]2=[CH:23][C:15]1[NH:14][C:22]2[C:17]([CH:16]=1)=[CH:18][CH:19]=[CH:20][CH:21]=2)(=[O:3])[CH3:2]. The yield is 0.880. (4) The reactants are Br[CH2:2][CH2:3][CH2:4][OH:5].[Br:6][C:7]1[CH:8]=[C:9]([CH:22]=[CH:23][C:24]=1[Cl:25])[C:10]([N:12]([C:14]1[C:19]([CH3:20])=[CH:18][CH:17]=[CH:16][C:15]=1[OH:21])[CH3:13])=[O:11].C([O-])([O-])=O.[K+].[K+].Cl. The catalyst is CN(C=O)C. The product is [Br:6][C:7]1[CH:8]=[C:9]([CH:22]=[CH:23][C:24]=1[Cl:25])[C:10]([N:12]([C:14]1[C:19]([CH3:20])=[CH:18][CH:17]=[CH:16][C:15]=1[O:21][CH2:2][CH2:3][CH2:4][OH:5])[CH3:13])=[O:11]. The yield is 0.760. (5) The reactants are Br[C:2]1[CH:3]=[CH:4][C:5]2[C:11]3[S:12][C:13]([C:15]([N:17]([C:21]4[CH:26]=[CH:25][CH:24]=[CH:23][C:22]=4[Cl:27])[CH2:18][CH2:19][OH:20])=[O:16])=[CH:14][C:10]=3[CH2:9][CH2:8][O:7][C:6]=2[CH:28]=1.C[OH:30].CN.C1CCN2[C:36](=[N:37][CH2:38]CC2)CC1. The catalyst is C1COCC1.C(OCC)(=O)C.[C-]#[O+].[C-]#[O+].[C-]#[O+].[C-]#[O+].[C-]#[O+].[C-]#[O+].[Mo]. The product is [Cl:27][C:22]1[CH:23]=[CH:24][CH:25]=[CH:26][C:21]=1[N:17]([CH2:18][CH2:19][OH:20])[C:15]([C:13]1[S:12][C:11]2[C:5]3[CH:4]=[CH:3][C:2]([C:38]([NH:37][CH3:36])=[O:30])=[CH:28][C:6]=3[O:7][CH2:8][CH2:9][C:10]=2[CH:14]=1)=[O:16]. The yield is 0.0430. (6) The reactants are [N:1]1([CH2:6][CH2:7][CH2:8][O:9][C:10]2[CH:15]=[CH:14][C:13]([C:16]3([C:22]([N:24]4[CH2:29][CH2:28][CH:27]([OH:30])[CH2:26][CH2:25]4)=O)[CH2:21][CH2:20][CH2:19][CH2:18][CH2:17]3)=[CH:12][CH:11]=2)[CH2:5][CH2:4][CH2:3][CH2:2]1.[H-].[Al+3].[Li+].[H-].[H-].[H-]. No catalyst specified. The product is [N:1]1([CH2:6][CH2:7][CH2:8][O:9][C:10]2[CH:15]=[CH:14][C:13]([C:16]3([CH2:22][N:24]4[CH2:25][CH2:26][CH:27]([OH:30])[CH2:28][CH2:29]4)[CH2:21][CH2:20][CH2:19][CH2:18][CH2:17]3)=[CH:12][CH:11]=2)[CH2:5][CH2:4][CH2:3][CH2:2]1. The yield is 0.460. (7) The yield is 0.880. The reactants are [CH2:1]([O:8][C:9]([N:11]1[CH2:15][CH2:14][CH2:13][CH:12]1[C:16]([NH:18][C:19]([NH2:24])=[N:20][C:21](=[O:23])[CH3:22])=[S:17])=[O:10])[C:2]1[CH:7]=[CH:6][CH:5]=[CH:4][CH:3]=1.[Br:25]Br. The catalyst is C(O)C.C(Cl)(Cl)Cl. The product is [BrH:25].[CH2:1]([O:8][C:9]([N:11]1[CH2:15][CH2:14][CH2:13][CH:12]1[C:16]1[S:17][N:24]=[C:19]([NH:20][C:21](=[O:23])[CH3:22])[N:18]=1)=[O:10])[C:2]1[CH:3]=[CH:4][CH:5]=[CH:6][CH:7]=1. (8) The reactants are [Cl:1][C:2]1[CH:3]=[CH:4][C:5]([C:28]([F:31])([F:30])[F:29])=[C:6]([CH:27]=1)[CH2:7][N:8]1[CH2:13][CH2:12][NH:11][C:10]2[N:14]=[CH:15][C:16]([C:18]3[CH:26]=[CH:25][C:21]([C:22](O)=[O:23])=[CH:20][CH:19]=3)=[CH:17][C:9]1=2.[S:32]1[CH:36]=[CH:35][N:34]=[C:33]1[N:37]1[CH2:42][CH2:41][NH:40][CH2:39][CH2:38]1. No catalyst specified. The product is [Cl:1][C:2]1[CH:3]=[CH:4][C:5]([C:28]([F:30])([F:29])[F:31])=[C:6]([CH:27]=1)[CH2:7][N:8]1[CH2:13][CH2:12][NH:11][C:10]2[N:14]=[CH:15][C:16]([C:18]3[CH:26]=[CH:25][C:21]([C:22]([N:40]4[CH2:41][CH2:42][N:37]([C:33]5[S:32][CH:36]=[CH:35][N:34]=5)[CH2:38][CH2:39]4)=[O:23])=[CH:20][CH:19]=3)=[CH:17][C:9]1=2. The yield is 0.610. (9) The reactants are [CH3:1][O:2][C:3]1[CH:4]=[C:5]([OH:10])[CH:6]=[C:7]([OH:9])[CH:8]=1.Br[CH2:12][C:13]([O:15][CH2:16][CH3:17])=[O:14].[H-].[Na+]. The catalyst is CN1CCCC1=O.C(OCC)(=O)C. The product is [CH3:1][O:2][C:3]1[CH:8]=[C:7]([O:9][CH2:12][C:13]([O:15][CH2:16][CH3:17])=[O:14])[CH:6]=[C:5]([O:10][CH2:12][C:13]([O:15][CH2:16][CH3:17])=[O:14])[CH:4]=1. The yield is 0.530.